From a dataset of Peptide-MHC class I binding affinity with 185,985 pairs from IEDB/IMGT. Regression. Given a peptide amino acid sequence and an MHC pseudo amino acid sequence, predict their binding affinity value. This is MHC class I binding data. (1) The peptide sequence is GMIIMLIPTV. The MHC is HLA-A02:03 with pseudo-sequence HLA-A02:03. The binding affinity (normalized) is 0.861. (2) The peptide sequence is ELLEMKYALI. The MHC is HLA-A68:02 with pseudo-sequence HLA-A68:02. The binding affinity (normalized) is 0.383. (3) The peptide sequence is QLSLKMLSL. The MHC is HLA-A31:01 with pseudo-sequence HLA-A31:01. The binding affinity (normalized) is 0.0847. (4) The peptide sequence is ISKVRSNAA. The MHC is HLA-A30:01 with pseudo-sequence HLA-A30:01. The binding affinity (normalized) is 0.393. (5) The peptide sequence is MSQMPPHPY. The MHC is HLA-A25:01 with pseudo-sequence HLA-A25:01. The binding affinity (normalized) is 0.0847. (6) The peptide sequence is TYLQSLASL. The MHC is HLA-A03:01 with pseudo-sequence HLA-A03:01. The binding affinity (normalized) is 0.213.